Dataset: Full USPTO retrosynthesis dataset with 1.9M reactions from patents (1976-2016). Task: Predict the reactants needed to synthesize the given product. (1) Given the product [F:21][C:12]1[C:11]([S:8]([OH:10])=[O:9])=[CH:19][CH:18]=[C:17]([F:20])[C:13]=1[C:14]([OH:16])=[O:15], predict the reactants needed to synthesize it. The reactants are: S([O-])([O-])=O.[Na+].[Na+].Cl[S:8]([C:11]1[C:12]([F:21])=[C:13]([C:17]([F:20])=[CH:18][CH:19]=1)[C:14]([OH:16])=[O:15])(=[O:10])=[O:9].S(=O)(=O)(O)O. (2) Given the product [F:11][C:12]([F:18])([F:17])[S:13]([O:5][CH2:4][C:3]1[C:6]([F:10])=[CH:7][CH:8]=[CH:9][C:2]=1[Cl:1])=[O:14], predict the reactants needed to synthesize it. The reactants are: [Cl:1][C:2]1[CH:9]=[CH:8][CH:7]=[C:6]([F:10])[C:3]=1[CH2:4][OH:5].[F:11][C:12]([F:18])([F:17])[S:13](Cl)(=O)=[O:14].C(N(CC)CC)C.COP(OC)OC. (3) Given the product [Cl:23][C:24]1[C:29]([Cl:30])=[CH:28][CH:27]=[CH:26][C:25]=1[C:2]1[CH:3]=[C:4]([C:9]2[N:13]3[CH:14]=[CH:15][C:16]([C:19]([OH:22])([CH3:20])[CH3:21])=[C:17]([F:18])[C:12]3=[N:11][CH:10]=2)[CH:5]=[CH:6][C:7]=1[F:8], predict the reactants needed to synthesize it. The reactants are: Cl[C:2]1[CH:3]=[C:4]([C:9]2[N:13]3[CH:14]=[CH:15][C:16]([C:19]([OH:22])([CH3:21])[CH3:20])=[C:17]([F:18])[C:12]3=[N:11][CH:10]=2)[CH:5]=[CH:6][C:7]=1[F:8].[Cl:23][C:24]1[C:29]([Cl:30])=[CH:28][CH:27]=[CH:26][C:25]=1B(O)O. (4) Given the product [C:19]([C:16]1[CH:17]=[CH:18][C:13]([C:12]([NH:11][C:9](=[S:10])[NH:8][C:5]2[CH:6]=[CH:7][C:2]([NH:1][CH3:27])=[CH:3][C:4]=2[Cl:24])=[O:23])=[CH:14][CH:15]=1)([CH3:20])([CH3:21])[CH3:22], predict the reactants needed to synthesize it. The reactants are: [NH2:1][C:2]1[CH:7]=[CH:6][C:5]([NH:8][C:9]([NH:11][C:12](=[O:23])[C:13]2[CH:18]=[CH:17][C:16]([C:19]([CH3:22])([CH3:21])[CH3:20])=[CH:15][CH:14]=2)=[S:10])=[C:4]([Cl:24])[CH:3]=1.C=O.[C:27](O[BH-](OC(=O)C)OC(=O)C)(=O)C.[Na+].C(O)(=O)C. (5) Given the product [N:36]1[CH:41]=[CH:40][CH:39]=[C:38]([S:42]([N:13]2[C:9]([C:4]3[CH:5]=[CH:6][CH:7]=[CH:8][C:3]=3[C:2]([F:16])([F:1])[F:17])=[CH:10][C:11]([CH:14]=[O:15])=[CH:12]2)(=[O:44])=[O:43])[CH:37]=1, predict the reactants needed to synthesize it. The reactants are: [F:1][C:2]([F:17])([F:16])[C:3]1[CH:8]=[CH:7][CH:6]=[CH:5][C:4]=1[C:9]1[NH:13][CH:12]=[C:11]([CH:14]=[O:15])[CH:10]=1.[H-].[Na+].C1OCCOCCOCCOCCOC1.Cl.[N:36]1[CH:41]=[CH:40][CH:39]=[C:38]([S:42](Cl)(=[O:44])=[O:43])[CH:37]=1.